Dataset: Reaction yield outcomes from USPTO patents with 853,638 reactions. Task: Predict the reaction yield, written as a fraction of the theoretical maximum amount of product (1.0 means a 100% yield; for example, 0.34 means a 34% yield). (1) The reactants are [OH:1][C:2]1([C:15]([F:18])([F:17])[F:16])[CH2:7][CH2:6][N:5](C(OC(C)(C)C)=O)[CH2:4][CH2:3]1.FC(F)(F)C(O)=O. The catalyst is ClCCl. The product is [F:18][C:15]([F:16])([F:17])[C:2]1([OH:1])[CH2:3][CH2:4][NH:5][CH2:6][CH2:7]1. The yield is 1.00. (2) The reactants are [CH3:1][N:2]1[C:7](=[O:8])[CH2:6][O:5][C:4]2[N:9]=[C:10]([C:18]3[CH:23]=[CH:22][C:21]([C:24]4([NH:28]C(=O)OC(C)(C)C)[CH2:27][CH2:26][CH2:25]4)=[CH:20][CH:19]=3)[C:11]([C:13]3[S:14][CH:15]=[CH:16][CH:17]=3)=[CH:12][C:3]1=2.C(O)(C(F)(F)F)=O. The catalyst is ClCCl. The product is [NH2:28][C:24]1([C:21]2[CH:22]=[CH:23][C:18]([C:10]3[C:11]([C:13]4[S:14][CH:15]=[CH:16][CH:17]=4)=[CH:12][C:3]4[N:2]([CH3:1])[C:7](=[O:8])[CH2:6][O:5][C:4]=4[N:9]=3)=[CH:19][CH:20]=2)[CH2:27][CH2:26][CH2:25]1. The yield is 0.780. (3) The reactants are [ClH:1].Cl.[NH2:3][CH:4]1[CH2:9][CH2:8][N:7]([CH2:10][C@H:11]2[N:21]3[C:22]4[N:13]([C:14](=[O:24])[CH:15]=[CH:16][C:17]=4[N:18]=[CH:19][C:20]3=[O:23])[CH2:12]2)[CH2:6][CH2:5]1.C1(N)C(F)=C(F)C(F)=C(N)C=1F.Cl.Cl.C(N(CC)CC)C.[F:46][C:47]1[C:56]2[O:55][CH2:54][CH2:53][O:52][C:51]=2[CH:50]=[CH:49][C:48]=1[CH:57]=O.C(O[BH-](OC(=O)C)OC(=O)C)(=O)C.[Na+].C([O-])(O)=O.[Na+]. The catalyst is CO. The product is [ClH:1].[F:46][C:47]1[C:56]2[O:55][CH2:54][CH2:53][O:52][C:51]=2[CH:50]=[CH:49][C:48]=1[CH2:57][NH:3][CH:4]1[CH2:9][CH2:8][N:7]([CH2:10][C@H:11]2[N:21]3[C:22]4[N:13]([C:14](=[O:24])[CH:15]=[CH:16][C:17]=4[N:18]=[CH:19][C:20]3=[O:23])[CH2:12]2)[CH2:6][CH2:5]1. The yield is 0.450. (4) The reactants are [CH3:1][O:2][C:3]1[CH:4]=[C:5]([N:12]2[CH2:16][CH2:15][CH2:14][CH:13]2[C:17]([N:19]2[CH2:24][CH2:23][O:22][CH2:21][CH2:20]2)=[O:18])[CH:6]=[CH:7][C:8]=1[N+:9]([O-])=O.C(O)C. The catalyst is C(OCC)(=O)C.[Pt](=O)=O. The product is [NH2:9][C:8]1[CH:7]=[CH:6][C:5]([N:12]2[CH2:16][CH2:15][CH2:14][CH:13]2[C:17]([N:19]2[CH2:24][CH2:23][O:22][CH2:21][CH2:20]2)=[O:18])=[CH:4][C:3]=1[O:2][CH3:1]. The yield is 0.910. (5) The reactants are [CH3:1][O:2][CH2:3][CH2:4][O:5][C:6]1[CH:11]=[C:10]([CH3:12])[C:9]([C:13]2[CH:18]=[CH:17][CH:16]=[C:15]([CH2:19][O:20][C:21]3[CH:26]=[CH:25][C:24]([C:27]4([CH2:31][C:32]([O:34]CC)=[O:33])[CH2:30][O:29][CH2:28]4)=[CH:23][CH:22]=3)[CH:14]=2)=[C:8]([CH3:37])[CH:7]=1. The catalyst is C1COCC1.CO.O.[OH-].[Li+]. The product is [CH3:1][O:2][CH2:3][CH2:4][O:5][C:6]1[CH:11]=[C:10]([CH3:12])[C:9]([C:13]2[CH:18]=[CH:17][CH:16]=[C:15]([CH2:19][O:20][C:21]3[CH:26]=[CH:25][C:24]([C:27]4([CH2:31][C:32]([OH:34])=[O:33])[CH2:28][O:29][CH2:30]4)=[CH:23][CH:22]=3)[CH:14]=2)=[C:8]([CH3:37])[CH:7]=1. The yield is 0.790.